Dataset: NCI-60 drug combinations with 297,098 pairs across 59 cell lines. Task: Regression. Given two drug SMILES strings and cell line genomic features, predict the synergy score measuring deviation from expected non-interaction effect. (1) Drug 1: CN1C2=C(C=C(C=C2)N(CCCl)CCCl)N=C1CCCC(=O)O.Cl. Drug 2: CC(C)(C#N)C1=CC(=CC(=C1)CN2C=NC=N2)C(C)(C)C#N. Cell line: MDA-MB-231. Synergy scores: CSS=-2.24, Synergy_ZIP=1.99, Synergy_Bliss=-2.51, Synergy_Loewe=-5.26, Synergy_HSA=-7.29. (2) Drug 1: CC1=C(C=C(C=C1)NC2=NC=CC(=N2)N(C)C3=CC4=NN(C(=C4C=C3)C)C)S(=O)(=O)N.Cl. Drug 2: C1=CC(=CC=C1C#N)C(C2=CC=C(C=C2)C#N)N3C=NC=N3. Cell line: PC-3. Synergy scores: CSS=-1.43, Synergy_ZIP=-0.465, Synergy_Bliss=-1.89, Synergy_Loewe=-2.42, Synergy_HSA=-2.31. (3) Drug 1: COC1=C(C=C2C(=C1)N=CN=C2NC3=CC(=C(C=C3)F)Cl)OCCCN4CCOCC4. Drug 2: CC1=C2C(C(=O)C3(C(CC4C(C3C(C(C2(C)C)(CC1OC(=O)C(C(C5=CC=CC=C5)NC(=O)C6=CC=CC=C6)O)O)OC(=O)C7=CC=CC=C7)(CO4)OC(=O)C)O)C)OC(=O)C. Cell line: RXF 393. Synergy scores: CSS=41.2, Synergy_ZIP=5.18, Synergy_Bliss=11.2, Synergy_Loewe=10.0, Synergy_HSA=13.9.